This data is from Full USPTO retrosynthesis dataset with 1.9M reactions from patents (1976-2016). The task is: Predict the reactants needed to synthesize the given product. Given the product [Br:1][C:2]1[CH:7]=[CH:6][C:5]([N:8]2[C:12](=[O:13])[N:11]([CH2:18][CH:19]([CH3:21])[CH3:20])[N:10]=[CH:9]2)=[C:4]([F:14])[CH:3]=1, predict the reactants needed to synthesize it. The reactants are: [Br:1][C:2]1[CH:7]=[CH:6][C:5]([N:8]2[C:12](=[O:13])[NH:11][N:10]=[CH:9]2)=[C:4]([F:14])[CH:3]=1.[OH-].[K+].Br[CH2:18][CH:19]([CH3:21])[CH3:20].